Dataset: Forward reaction prediction with 1.9M reactions from USPTO patents (1976-2016). Task: Predict the product of the given reaction. Given the reactants I[C:2]1[CH:7]=[CH:6][C:5]([C:8]([C:26]2[CH:31]=[CH:30][C:29](I)=[CH:28][CH:27]=2)=[CH:9][CH2:10][S:11][C:12]2[CH:24]=[CH:23][C:15]([O:16][CH2:17][C:18]([O:20][CH2:21][CH3:22])=[O:19])=[C:14]([CH3:25])[CH:13]=2)=[CH:4][CH:3]=1.[CH3:33][NH:34][C:35](=[O:38])[C:36]#[CH:37], predict the reaction product. The product is: [CH3:33][NH:34][C:35]([C:36]#[C:37][C:2]1[CH:7]=[CH:6][C:5]([C:8]([C:26]2[CH:27]=[CH:28][C:29]([C:37]#[C:36][C:35](=[O:38])[NH:34][CH3:33])=[CH:30][CH:31]=2)=[CH:9][CH2:10][S:11][C:12]2[CH:24]=[CH:23][C:15]([O:16][CH2:17][C:18]([O:20][CH2:21][CH3:22])=[O:19])=[C:14]([CH3:25])[CH:13]=2)=[CH:4][CH:3]=1)=[O:38].